Dataset: Forward reaction prediction with 1.9M reactions from USPTO patents (1976-2016). Task: Predict the product of the given reaction. Given the reactants C([O:4][CH2:5][C:6]1[C:7]([N:27]2[N:36]=[CH:35][C:34]3[C:29](=[C:30]([F:41])[CH:31]=[C:32]([C:37]([CH3:40])([CH3:39])[CH3:38])[CH:33]=3)[C:28]2=[O:42])=[N:8][CH:9]=[CH:10][C:11]=1[C:12]1[CH:17]=[C:16]([NH:18][C:19]2[CH:23]=[C:22]([CH3:24])[S:21][N:20]=2)[C:15](=[O:25])[N:14]([CH3:26])[CH:13]=1)(=O)C.[OH-].[Li+], predict the reaction product. The product is: [C:37]([C:32]1[CH:33]=[C:34]2[C:29](=[C:30]([F:41])[CH:31]=1)[C:28](=[O:42])[N:27]([C:7]1[C:6]([CH2:5][OH:4])=[C:11]([C:12]3[CH:17]=[C:16]([NH:18][C:19]4[CH:23]=[C:22]([CH3:24])[S:21][N:20]=4)[C:15](=[O:25])[N:14]([CH3:26])[CH:13]=3)[CH:10]=[CH:9][N:8]=1)[N:36]=[CH:35]2)([CH3:40])([CH3:38])[CH3:39].